From a dataset of Full USPTO retrosynthesis dataset with 1.9M reactions from patents (1976-2016). Predict the reactants needed to synthesize the given product. (1) Given the product [N:1]1([C:10]2[S:14][C:13]([C:15]([NH2:32])=[O:17])=[C:12]([O:19][CH:20]([C:22]3[CH:27]=[CH:26][CH:25]=[CH:24][C:23]=3[C:28]([F:29])([F:30])[F:31])[CH3:21])[CH:11]=2)[C:9]2[CH:8]=[CH:7][N:6]=[CH:5][C:4]=2[N:3]=[CH:2]1, predict the reactants needed to synthesize it. The reactants are: [N:1]1([C:10]2[S:14][C:13]([C:15]([O:17]C)=O)=[C:12]([O:19][CH:20]([C:22]3[CH:27]=[CH:26][CH:25]=[CH:24][C:23]=3[C:28]([F:31])([F:30])[F:29])[CH3:21])[CH:11]=2)[C:9]2[CH:8]=[CH:7][N:6]=[CH:5][C:4]=2[N:3]=[CH:2]1.[NH3:32]. (2) Given the product [Cl:24][C:21]1[CH:20]=[CH:19][C:18]([C:12]2[C:11]3[CH2:10][CH2:9][NH:8][CH2:17][CH2:16][C:15]=3[N:14]([CH2:31][CH:28]3[CH2:29][CH2:30][O:25][CH2:26][CH2:27]3)[N:13]=2)=[CH:23][CH:22]=1, predict the reactants needed to synthesize it. The reactants are: C(OC([N:8]1[CH2:17][CH2:16][C:15]2[NH:14][N:13]=[C:12]([C:18]3[CH:23]=[CH:22][C:21]([Cl:24])=[CH:20][CH:19]=3)[C:11]=2[CH2:10][CH2:9]1)=O)(C)(C)C.[O:25]1[CH2:30][CH2:29][CH:28]([CH2:31]OS(C2C=CC(C)=CC=2)(=O)=O)[CH2:27][CH2:26]1.ClC1C=CC(C2N(CC3CCOCC3)N=C3C=2CCNCC3)=CC=1.